Task: Regression. Given a peptide amino acid sequence and an MHC pseudo amino acid sequence, predict their binding affinity value. This is MHC class I binding data.. Dataset: Peptide-MHC class I binding affinity with 185,985 pairs from IEDB/IMGT (1) The peptide sequence is IAVFIFYLL. The MHC is H-2-Db with pseudo-sequence H-2-Db. The binding affinity (normalized) is 0.0601. (2) The MHC is HLA-A68:02 with pseudo-sequence HLA-A68:02. The peptide sequence is GLLGWSPQA. The binding affinity (normalized) is 0. (3) The binding affinity (normalized) is 0.518. The MHC is H-2-Kb with pseudo-sequence H-2-Kb. The peptide sequence is VSYFRPLLW.